This data is from Forward reaction prediction with 1.9M reactions from USPTO patents (1976-2016). The task is: Predict the product of the given reaction. (1) Given the reactants [SH:1][C:2]1[CH:3]=[C:4]([OH:8])[CH:5]=[CH:6][CH:7]=1.[CH3:9][C:10]([CH3:13])([O-])[CH3:11].[Na+].BrCC(C)C.[Cl:20][C:21]1[CH:22]=[C:23]([N+:28]([O-:30])=[O:29])[CH:24]=[CH:25][C:26]=1F, predict the reaction product. The product is: [Cl:20][C:21]1[CH:22]=[C:23]([N+:28]([O-:30])=[O:29])[CH:24]=[CH:25][C:26]=1[O:8][C:4]1[CH:5]=[CH:6][CH:7]=[C:2]([S:1][CH2:9][CH:10]([CH3:13])[CH3:11])[CH:3]=1. (2) Given the reactants [CH3:1][C:2]1[O:6][N:5]=[C:4]([C:7]2[CH:12]=[CH:11][CH:10]=[CH:9][CH:8]=2)[C:3]=1[C:13]1[N:14]=[C:15]2[CH:20]=[C:19]([C:21](O)=[O:22])[CH:18]=[CH:17][N:16]2[CH:24]=1.[NH2:25][CH2:26][C:27]1[CH:32]=[CH:31][CH:30]=[CH:29][N:28]=1, predict the reaction product. The product is: [N:28]1[CH:29]=[CH:30][CH:31]=[CH:32][C:27]=1[CH2:26][NH:25][C:21]([C:19]1[CH:18]=[CH:17][N:16]2[CH:24]=[C:13]([C:3]3[C:4]([C:7]4[CH:12]=[CH:11][CH:10]=[CH:9][CH:8]=4)=[N:5][O:6][C:2]=3[CH3:1])[N:14]=[C:15]2[CH:20]=1)=[O:22]. (3) Given the reactants [Br:1][C:2]1[CH:3]=[CH:4][C:5]2[O:9][C:8]([CH:10]3[CH2:15][CH2:14][NH:13][CH2:12][CH2:11]3)=[N:7][C:6]=2[CH:16]=1.C(Cl)Cl.C(Cl)Cl.[OH2:23], predict the reaction product. The product is: [Br:1][C:2]1[CH:3]=[CH:4][C:5]2[O:9][C:8]([CH:10]3[CH2:11][CH2:12][N:13]([C:8]([O:9][CH:5]([CH3:6])[CH3:4])=[O:23])[CH2:14][CH2:15]3)=[N:7][C:6]=2[CH:16]=1. (4) Given the reactants C[O:2][C:3]1[CH:8]=[CH:7][C:6]([C:9]2[CH:14]=[CH:13][N+:12]([O-:15])=[C:11]([CH3:16])[CH:10]=2)=[CH:5][CH:4]=1.Br.C(N(CC)CC)C.ClC1C=CC=C(C(OO)=O)C=1, predict the reaction product. The product is: [OH:2][C:3]1[CH:4]=[CH:5][C:6]([C:9]2[CH:14]=[CH:13][N+:12]([O-:15])=[C:11]([CH3:16])[CH:10]=2)=[CH:7][CH:8]=1.